Dataset: Full USPTO retrosynthesis dataset with 1.9M reactions from patents (1976-2016). Task: Predict the reactants needed to synthesize the given product. (1) Given the product [CH:28]([O:20][C:17]1[CH:18]=[C:19]2[C:14](=[CH:15][CH:16]=1)[NH:13][CH:12]=[C:11]2/[C:3](=[CH:4]/[C:5]1[CH:6]=[N:7][CH:8]=[CH:9][CH:10]=1)/[C:1]#[N:2])([CH3:30])[CH3:29], predict the reactants needed to synthesize it. The reactants are: [C:1]([C:3]([C:11]1[C:19]2[C:14](=[CH:15][CH:16]=[C:17]([OH:20])[CH:18]=2)[N:13](C(OC(C)(C)C)=O)[CH:12]=1)=[CH:4][C:5]1[CH:6]=[N:7][CH:8]=[CH:9][CH:10]=1)#[N:2].[CH:28](I)([CH3:30])[CH3:29].C(=O)([O-])[O-].[K+].[K+].C[O-].[Na+]. (2) Given the product [CH2:1]([N:3]([CH2:16][CH3:17])[C:4](=[O:15])[C:5]1[CH:10]=[CH:9][C:8]([NH:22][CH2:21][CH2:20][CH:19]([CH3:23])[CH3:18])=[C:7]([N+:12]([O-:14])=[O:13])[CH:6]=1)[CH3:2], predict the reactants needed to synthesize it. The reactants are: [CH2:1]([N:3]([CH2:16][CH3:17])[C:4](=[O:15])[C:5]1[CH:10]=[CH:9][C:8](F)=[C:7]([N+:12]([O-:14])=[O:13])[CH:6]=1)[CH3:2].[CH3:18][CH:19]([CH3:23])[CH2:20][CH2:21][NH2:22]. (3) Given the product [CH3:1][N:2]([CH2:21][C:22]([NH:24][C:25](=[O:29])[O:26][CH2:27][CH3:28])=[O:23])[CH2:3][C:4]1[CH:9]=[CH:8][C:7]([C:10]2[CH:15]=[CH:14][CH:13]=[CH:12][C:11]=2[C:16]([F:17])([F:18])[F:19])=[CH:6][CH:5]=1, predict the reactants needed to synthesize it. The reactants are: [CH3:1][NH:2][CH2:3][C:4]1[CH:9]=[CH:8][C:7]([C:10]2[CH:15]=[CH:14][CH:13]=[CH:12][C:11]=2[C:16]([F:19])([F:18])[F:17])=[CH:6][CH:5]=1.Cl[CH2:21][C:22]([NH:24][C:25](=[O:29])[O:26][CH2:27][CH3:28])=[O:23].C(N(CC)CC)C.CC#N. (4) Given the product [CH3:14][O:13][C@H:5]1[C@@H:6]2[O:7][C:8]([CH3:11])([CH3:12])[O:9][C@@H:10]2[C@@H:3]([C:1]2[CH:2]=[N:21][NH:20][N:19]=2)[O:4]1, predict the reactants needed to synthesize it. The reactants are: [C:1]([C@@H:3]1[C@@H:10]2[C@@H:6]([O:7][C:8]([CH3:12])([CH3:11])[O:9]2)[C@H:5]([O:13][CH3:14])[O:4]1)#[CH:2].C[Si]([N:19]=[N+:20]=[N-:21])(C)C. (5) Given the product [Cl:1][C:2]1[CH:7]=[CH:6][C:5]([C@H:8]2[N:15]3[C:11]([S:12][C:13]([C:19]([N:21]([CH2:26][CH:27]([CH3:29])[CH3:28])[CH2:22][C:23]([N:38]4[CH2:43][CH2:42][O:41][CH2:40][CH2:39]4)=[O:25])=[O:20])=[C:14]3[CH:16]([CH3:18])[CH3:17])=[N:10][C@:9]2([C:31]2[CH:36]=[CH:35][C:34]([Cl:37])=[CH:33][CH:32]=2)[CH3:30])=[CH:4][CH:3]=1, predict the reactants needed to synthesize it. The reactants are: [Cl:1][C:2]1[CH:7]=[CH:6][C:5]([C@H:8]2[N:15]3[C:11]([S:12][C:13]([C:19]([N:21]([CH2:26][CH:27]([CH3:29])[CH3:28])[CH2:22][C:23]([OH:25])=O)=[O:20])=[C:14]3[CH:16]([CH3:18])[CH3:17])=[N:10][C@:9]2([C:31]2[CH:36]=[CH:35][C:34]([Cl:37])=[CH:33][CH:32]=2)[CH3:30])=[CH:4][CH:3]=1.[NH:38]1[CH2:43][CH2:42][O:41][CH2:40][CH2:39]1. (6) Given the product [C:1]([O:5][C:6]([N:8]1[CH2:13][CH:12]=[C:11]([C:14]2[CH:19]=[C:18]([CH2:20][O:21][C:22]3[CH:27]=[CH:26][CH:25]=[CH:24][C:23]=3[C:28]([F:31])([F:30])[F:29])[CH:17]=[CH:16][C:15]=2[CH2:32][O:46][C:43]2[CH:42]=[CH:41][C:40]([C:34]3[CH:39]=[CH:38][CH:37]=[CH:36][CH:35]=3)=[CH:45][CH:44]=2)[CH2:10][CH2:9]1)=[O:7])([CH3:4])([CH3:3])[CH3:2], predict the reactants needed to synthesize it. The reactants are: [C:1]([O:5][C:6]([N:8]1[CH2:13][CH:12]=[C:11]([C:14]2[CH:19]=[C:18]([CH2:20][O:21][C:22]3[CH:27]=[CH:26][CH:25]=[CH:24][C:23]=3[C:28]([F:31])([F:30])[F:29])[CH:17]=[CH:16][C:15]=2[CH2:32]Cl)[CH2:10][CH2:9]1)=[O:7])([CH3:4])([CH3:3])[CH3:2].[C:34]1([C:40]2[CH:45]=[CH:44][C:43]([OH:46])=[CH:42][CH:41]=2)[CH:39]=[CH:38][CH:37]=[CH:36][CH:35]=1.C(=O)([O-])[O-].[K+].[K+].BrC1C(COC2C=CC=CC=2C(F)(F)F)=CC=CC=1COC1C=CC=CC=1C(F)(F)F. (7) Given the product [CH3:16][O:15][C:10]1[CH:11]=[CH:12][CH:13]=[C:14]2[C:9]=1[CH:8]=[CH:7][CH:6]=[C:5]2[C:3]([OH:4])=[O:2], predict the reactants needed to synthesize it. The reactants are: C[O:2][C:3]([C:5]1[C:14]2[C:9](=[C:10]([O:15][CH3:16])[CH:11]=[CH:12][CH:13]=2)[CH:8]=[CH:7][CH:6]=1)=[O:4].[OH-].[Na+]. (8) Given the product [CH2:1]([O:8][C:9]1[N:10]=[N:11][C:12]([CH2:23][C:24]2[CH:29]=[CH:28][C:27]([CH3:31])=[CH:26][CH:25]=2)=[CH:13][C:14]=1[O:15][CH2:16][C:17]1[CH:22]=[CH:21][CH:20]=[CH:19][CH:18]=1)[C:2]1[CH:7]=[CH:6][CH:5]=[CH:4][CH:3]=1, predict the reactants needed to synthesize it. The reactants are: [CH2:1]([O:8][C:9]1[N:10]=[N:11][C:12]([CH2:23][C:24]2[CH:29]=[CH:28][C:27](F)=[CH:26][CH:25]=2)=[CH:13][C:14]=1[O:15][CH2:16][C:17]1[CH:22]=[CH:21][CH:20]=[CH:19][CH:18]=1)[C:2]1[CH:7]=[CH:6][CH:5]=[CH:4][CH:3]=1.[CH2:31](OC1N=NC(Cl)=CC=1OCC1C=CC=CC=1)C1C=CC=CC=1.[Cl-].CC1C=CC(C[Zn+])=CC=1. (9) Given the product [Cl:15][C:14]1[C:7]2[C:6]([O:5][CH2:1][CH:2]([CH3:4])[CH3:3])=[N:11][CH:10]=[N:9][C:8]=2[NH:12][CH:13]=1, predict the reactants needed to synthesize it. The reactants are: [CH2:1]([O:5][C:6]1[C:7]2[CH:14]=[CH:13][NH:12][C:8]=2[N:9]=[CH:10][N:11]=1)[CH:2]([CH3:4])[CH3:3].[Cl:15]N1C(=O)CCC1=O.ClC(Cl)C(O)=O.